Dataset: Forward reaction prediction with 1.9M reactions from USPTO patents (1976-2016). Task: Predict the product of the given reaction. (1) Given the reactants [CH3:1][O:2][C:3]1[CH:8]=[CH:7][CH:6]=[CH:5][C:4]=1[O:9][CH3:10], predict the reaction product. The product is: [OH2:2].[OH:9][C:4]1[C:3]([OH:2])=[CH:8][C:7]2[C:6]3[C:5](=[CH:4][C:3]([OH:2])=[C:8]([OH:2])[CH:7]=3)[C:6]3[C:7](=[CH:8][C:3]([OH:2])=[C:4]([OH:9])[CH:5]=3)[C:6]=2[CH:5]=1.[CH3:1][O:2][C:3]1[C:4]([O:9][CH3:10])=[CH:5][C:6]2[C:7]3[C:6](=[CH:5][C:4]([O:9][CH3:10])=[C:3]([O:2][CH3:1])[CH:8]=3)[C:7]3[C:6](=[CH:5][C:4]([O:9][CH3:10])=[C:3]([O:2][CH3:1])[CH:8]=3)[C:7]=2[CH:8]=1. (2) Given the reactants Br[C:2]1[CH:7]=[CH:6][C:5]([S:8]([NH2:11])(=[O:10])=[O:9])=[CH:4][CH:3]=1.C([O-])(=O)C.[K+].[CH:17]12[CH2:22][CH:21]1[CH2:20][N:19]([CH2:23][C:24]1[S:25][CH:26]=[C:27]([C:29]3[CH:34]=[CH:33][C:32]([Cl:35])=[CH:31][CH:30]=3)[N:28]=1)[CH2:18]2, predict the reaction product. The product is: [CH:21]12[CH2:22][CH:17]1[CH2:18][N:19]([CH2:23][C:24]1[S:25][C:26]([C:2]3[CH:7]=[CH:6][C:5]([S:8]([NH2:11])(=[O:10])=[O:9])=[CH:4][CH:3]=3)=[C:27]([C:29]3[CH:34]=[CH:33][C:32]([Cl:35])=[CH:31][CH:30]=3)[N:28]=1)[CH2:20]2. (3) Given the reactants CO.[CH2:3]([O:6][CH2:7][C@H:8]([NH:13]C(=O)C(F)(F)F)[CH2:9][CH:10]([CH3:12])[CH3:11])[CH:4]=[CH2:5].C(=O)([O-])[O-].[K+].[K+], predict the reaction product. The product is: [CH2:3]([O:6][CH2:7][C@H:8]([NH2:13])[CH2:9][CH:10]([CH3:11])[CH3:12])[CH:4]=[CH2:5]. (4) Given the reactants C[O:2][C:3]([C:5]1[C:13]2[N:12]=[CH:11][NH:10][C:9]=2[CH:8]=[CH:7][CH:6]=1)=O.[H-].[H-].[H-].[H-].[Li+].[Al+3], predict the reaction product. The product is: [NH:10]1[C:9]2[CH:8]=[CH:7][CH:6]=[C:5]([CH2:3][OH:2])[C:13]=2[N:12]=[CH:11]1.